Dataset: Full USPTO retrosynthesis dataset with 1.9M reactions from patents (1976-2016). Task: Predict the reactants needed to synthesize the given product. (1) Given the product [Cl:3][C:4]1[CH:9]=[CH:8][C:7]([N:10]2[CH:14]=[CH:13][CH:12]=[C:11]2/[CH:15]=[CH:16]/[C:17]([O:19][CH3:20])=[O:18])=[C:6]([CH:21]([C:22]2[C:27]([F:28])=[CH:26][CH:25]=[C:24]([O:29][CH3:30])[C:23]=2[O:31][CH3:32])[OH:33])[CH:5]=1, predict the reactants needed to synthesize it. The reactants are: CO.[Cl:3][C:4]1[CH:9]=[CH:8][C:7]([N:10]2[CH:14]=[CH:13][CH:12]=[C:11]2/[CH:15]=[CH:16]/[C:17]([O:19][CH3:20])=[O:18])=[C:6]([C:21](=[O:33])[C:22]2[C:27]([F:28])=[CH:26][CH:25]=[C:24]([O:29][CH3:30])[C:23]=2[O:31][CH3:32])[CH:5]=1.[BH4-].[Na+]. (2) Given the product [Br:7][C:8]1[CH:9]=[N:10][C:11]([C:22]2[CH:23]=[CH:24][C:19](/[CH:18]=[CH:17]/[CH2:16][OH:15])=[CH:20][CH:21]=2)=[N:12][CH:13]=1, predict the reactants needed to synthesize it. The reactants are: C([O-])([O-])=O.[Na+].[Na+].[Br:7][C:8]1[CH:9]=[N:10][C:11](I)=[N:12][CH:13]=1.[OH:15][CH2:16]/[CH:17]=[CH:18]/[C:19]1[CH:24]=[CH:23][C:22](B(O)O)=[CH:21][CH:20]=1.